Dataset: Forward reaction prediction with 1.9M reactions from USPTO patents (1976-2016). Task: Predict the product of the given reaction. (1) The product is: [Cl:43][C:44]1[C:45]([CH3:51])=[C:46]([NH:47][C:13]([C:12]2[C:6]3[N:5]=[C:4]([CH2:3][O:2][CH3:1])[NH:8][C:7]=3[CH:9]=[C:10]([N+:16]([O-:18])=[O:17])[CH:11]=2)=[O:15])[CH:48]=[CH:49][CH:50]=1. Given the reactants [CH3:1][O:2][CH2:3][C:4]1[NH:8][C:7]2[CH:9]=[C:10]([N+:16]([O-:18])=[O:17])[CH:11]=[C:12]([C:13]([OH:15])=O)[C:6]=2[N:5]=1.CN(C(ON1N=NC2C=CC=CC1=2)=[N+](C)C)C.F[P-](F)(F)(F)(F)F.[Cl:43][C:44]1[C:45]([CH3:51])=[C:46]([CH:48]=[CH:49][CH:50]=1)[NH2:47].C(=O)(O)[O-].[Na+], predict the reaction product. (2) Given the reactants [O:1]=[C:2]1[NH:7][C:6]2[CH:8]=[C:9]([CH2:12][N:13]3[CH2:18][CH2:17][N:16]([C:19]4[CH:27]=[CH:26][C:22]([C:23](O)=[O:24])=[CH:21][CH:20]=4)[CH2:15][CH2:14]3)[CH:10]=[N:11][C:5]=2[N:4]2[CH2:28][CH2:29][CH2:30][C@@H:3]12.Cl.[CH3:32][NH2:33].CCN(C(C)C)C(C)C.CN(C(ON1N=NC2C=CC=NC1=2)=[N+](C)C)C.F[P-](F)(F)(F)(F)F, predict the reaction product. The product is: [CH3:32][NH:33][C:23](=[O:24])[C:22]1[CH:26]=[CH:27][C:19]([N:16]2[CH2:15][CH2:14][N:13]([CH2:12][C:9]3[CH:10]=[N:11][C:5]4[N:4]5[CH2:28][CH2:29][CH2:30][C@H:3]5[C:2](=[O:1])[NH:7][C:6]=4[CH:8]=3)[CH2:18][CH2:17]2)=[CH:20][CH:21]=1. (3) Given the reactants [Cl:1][C:2]1[CH:7]=[CH:6][C:5]([C:8]2([C:11]([OH:13])=O)[CH2:10][CH2:9]2)=[CH:4][CH:3]=1.[CH3:14][O:15][C:16]1[CH:21]=[CH:20][C:19]([CH2:22][CH2:23][NH2:24])=[CH:18][CH:17]=1, predict the reaction product. The product is: [Cl:1][C:2]1[CH:3]=[CH:4][C:5]([C:8]2([C:11]([NH:24][CH2:23][CH2:22][C:19]3[CH:20]=[CH:21][C:16]([O:15][CH3:14])=[CH:17][CH:18]=3)=[O:13])[CH2:9][CH2:10]2)=[CH:6][CH:7]=1. (4) Given the reactants Br[C:2]1[CH:3]=[C:4]2[C:9](=[CH:10][CH:11]=1)[CH:8]=[N:7][CH:6]=[CH:5]2.C(=O)([O-])[O-].[Cs+].[Cs+].Cl.[CH3:19][O:20][C:21]([C@@H:23]1[CH2:27][C@@H:26]([NH2:28])[CH2:25][N:24]1[C:29]([O:31][C:32]([CH3:35])([CH3:34])[CH3:33])=[O:30])=[O:22], predict the reaction product. The product is: [CH3:19][O:20][C:21]([C@@H:23]1[CH2:27][C@@H:26]([NH:28][C:2]2[CH:3]=[C:4]3[C:9](=[CH:10][CH:11]=2)[CH:8]=[N:7][CH:6]=[CH:5]3)[CH2:25][N:24]1[C:29]([O:31][C:32]([CH3:35])([CH3:34])[CH3:33])=[O:30])=[O:22]. (5) Given the reactants [CH3:1][C:2]1[CH:3]=[C:4]([CH:6]=[C:7]([C:9]([F:12])([F:11])[F:10])[CH:8]=1)[NH2:5].C1C(=O)N([Br:20])C(=O)C1, predict the reaction product. The product is: [Br:20][C:8]1[C:7]([C:9]([F:10])([F:11])[F:12])=[CH:6][C:4]([NH2:5])=[CH:3][C:2]=1[CH3:1].